From a dataset of Catalyst prediction with 721,799 reactions and 888 catalyst types from USPTO. Predict which catalyst facilitates the given reaction. (1) Reactant: [Cl:1][C:2]1[C:3]([N+:12]([O-])=O)=[CH:4][C:5]2[O:9][C:8]([CH3:10])=[N:7][C:6]=2[CH:11]=1. Product: [NH2:12][C:3]1[C:2]([Cl:1])=[CH:11][C:6]2[N:7]=[C:8]([CH3:10])[O:9][C:5]=2[CH:4]=1. The catalyst class is: 7. (2) Reactant: [CH2:1]([C:5]12[CH2:17][CH2:16][C:15](=[O:18])[CH:14]=[C:13]1[C:12]1[C:7](=[C:8]([CH3:21])[C:9]([O:19]C)=[CH:10][CH:11]=1)[CH2:6]2)[CH2:2][CH2:3][CH3:4].B(Br)(Br)Br. Product: [CH2:1]([C:5]12[CH2:17][CH2:16][C:15](=[O:18])[CH:14]=[C:13]1[C:12]1[C:7](=[C:8]([CH3:21])[C:9]([OH:19])=[CH:10][CH:11]=1)[CH2:6]2)[CH2:2][CH2:3][CH3:4]. The catalyst class is: 2.